From a dataset of Forward reaction prediction with 1.9M reactions from USPTO patents (1976-2016). Predict the product of the given reaction. (1) Given the reactants [CH2:1](Cl)[CH2:2]Cl.C1C=CC2N(O)N=NC=2C=1.C(O)(=O)C.[C:19]([O:23][C:24](=[O:54])[NH:25][C:26]1([C:30]2[CH:35]=[CH:34][C:33]([C:36]3[C:45]([C:46]4[CH:51]=[CH:50][CH:49]=[CH:48][CH:47]=4)=[CH:44][C:43]4[C:38](=[CH:39][CH:40]=[N:41][C:42]=4[NH:52][NH2:53])[N:37]=3)=[CH:32][CH:31]=2)[CH2:29][CH2:28][CH2:27]1)([CH3:22])([CH3:21])[CH3:20].C(=O)(O)[O-].[Na+], predict the reaction product. The product is: [C:19]([O:23][C:24](=[O:54])[NH:25][C:26]1([C:30]2[CH:31]=[CH:32][C:33]([C:36]3[C:45]([C:46]4[CH:47]=[CH:48][CH:49]=[CH:50][CH:51]=4)=[CH:44][C:43]4[C:42]5=[N:52][N:53]=[C:1]([CH3:2])[N:41]5[CH:40]=[CH:39][C:38]=4[N:37]=3)=[CH:34][CH:35]=2)[CH2:29][CH2:28][CH2:27]1)([CH3:22])([CH3:20])[CH3:21]. (2) Given the reactants [Cl:1][C:2]1[O:6][C:5]([CH:7]2[O:11][C:10](=O)[N:9](C)[CH2:8]2)=[CH:4][CH:3]=1.[OH-].[K+].[Na+].[Cl-], predict the reaction product. The product is: [Cl:1][C:2]1[O:6][C:5]([CH:7]([OH:11])[CH2:8][NH:9][CH3:10])=[CH:4][CH:3]=1. (3) The product is: [CH3:8][C:6]1[S:7][C:3]([CH2:2][N:18]2[CH2:19][CH2:20][CH:15]([C:9]3[CH:14]=[CH:13][CH:12]=[CH:11][CH:10]=3)[CH2:16][CH2:17]2)=[CH:4][N:5]=1. Given the reactants Cl[CH2:2][C:3]1[S:7][C:6]([CH3:8])=[N:5][CH:4]=1.[C:9]1([CH:15]2[CH2:20][CH2:19][NH:18][CH2:17][CH2:16]2)[CH:14]=[CH:13][CH:12]=[CH:11][CH:10]=1.CCN(C(C)C)C(C)C, predict the reaction product. (4) Given the reactants C([N:4]1[C:12]2[C:7](=[CH:8][CH:9]=[CH:10][CH:11]=2)[C:6](=[C:13](OCC)[C:14]2[CH:19]=[CH:18][CH:17]=[CH:16][CH:15]=2)[C:5]1=[O:23])(=O)C.[CH3:24][S:25]([NH:28][C:29]1[CH:35]=[CH:34][C:32]([NH2:33])=[CH:31][CH:30]=1)(=[O:27])=[O:26].[OH-].[Na+], predict the reaction product. The product is: [CH3:24][S:25]([NH:28][C:29]1[CH:35]=[CH:34][C:32]([NH:33]/[C:13](=[C:6]2\[C:5](=[O:23])[NH:4][C:12]3[C:7]\2=[CH:8][CH:9]=[CH:10][CH:11]=3)/[C:14]2[CH:15]=[CH:16][CH:17]=[CH:18][CH:19]=2)=[CH:31][CH:30]=1)(=[O:27])=[O:26].